This data is from Reaction yield outcomes from USPTO patents with 853,638 reactions. The task is: Predict the reaction yield, written as a fraction of the theoretical maximum amount of product (1.0 means a 100% yield; for example, 0.34 means a 34% yield). (1) The reactants are FC(F)(F)C(O)=O.C(O[C:13]([N:15](C)[N:16]1[C:25]2[C:20](=[CH:21][C:22]([I:27])=[CH:23][C:24]=2[F:26])[C:19](=[O:28])[C:18]([C:29]([O:31][CH2:32][CH3:33])=[O:30])=[CH:17]1)=O)(C)(C)C.C(=O)(O)[O-].[Na+].O. The catalyst is C(Cl)Cl. The product is [F:26][C:24]1[CH:23]=[C:22]([I:27])[CH:21]=[C:20]2[C:25]=1[N:16]([NH:15][CH3:13])[CH:17]=[C:18]([C:29]([O:31][CH2:32][CH3:33])=[O:30])[C:19]2=[O:28]. The yield is 0.980. (2) The reactants are [CH3:1][C:2]1[S:3][C:4](Br)=[CH:5][CH:6]=1.[Li]CCCC.CCCCCC.C1C=CC(P(C2C=CC=CC=2)C2C=CC=CC=2)=CC=1.Br[C:39]1[CH:48]=[CH:47][C:46]2[C:41](=[C:42]([Br:49])[CH:43]=[CH:44][CH:45]=2)[N:40]=1.[NH4+].[Cl-]. The catalyst is CCOCC.C1COCC1.[Cl-].[Cl-].[Zn+2].C1C=CC(/C=C/C(/C=C/C2C=CC=CC=2)=O)=CC=1.C1C=CC(/C=C/C(/C=C/C2C=CC=CC=2)=O)=CC=1.[Pd]. The product is [Br:49][C:42]1[CH:43]=[CH:44][CH:45]=[C:46]2[C:41]=1[N:40]=[C:39]([C:4]1[S:3][C:2]([CH3:1])=[CH:6][CH:5]=1)[CH:48]=[CH:47]2. The yield is 0.280. (3) The reactants are [F:1][C:2]1[CH:3]=[C:4]([C:11](=[O:13])[CH3:12])[CH:5]=[C:6]([F:10])[C:7]=1[O:8]C. The catalyst is Br.O. The product is [F:1][C:2]1[CH:3]=[C:4]([C:11](=[O:13])[CH3:12])[CH:5]=[C:6]([F:10])[C:7]=1[OH:8]. The yield is 0.860. (4) The reactants are [N+:1]([C:4]1[CH:12]=[C:11]2[C:7]([CH:8]=[CH:9][NH:10]2)=[CH:6][CH:5]=1)([O-:3])=[O:2].C[Si]([N-][Si](C)(C)C)(C)C.[Na+].[CH3:23][S:24](Cl)(=[O:26])=[O:25]. The catalyst is C1COCC1. The product is [CH3:23][S:24]([N:10]1[C:11]2[C:7](=[CH:6][CH:5]=[C:4]([N+:1]([O-:3])=[O:2])[CH:12]=2)[CH:8]=[CH:9]1)(=[O:26])=[O:25]. The yield is 0.560. (5) The reactants are [CH2:1]([N:8]1[CH2:12][CH:11]([C:13]2[CH:18]=[CH:17][C:16]([Cl:19])=[CH:15][CH:14]=2)[CH:10]([NH2:20])[CH2:9]1)[C:2]1[CH:7]=[CH:6][CH:5]=[CH:4][CH:3]=1.CC(C)=O.C(O)(=O)C.C(O[BH-](OC(=O)C)OC(=O)C)(=O)C.[Na+].C([O-])([O-])=O.[Na+].[Na+].CCN([CH:55]([CH3:57])[CH3:56])C(C)C.Cl[C:59]([O:61][C:62]1[CH:67]=[CH:66][C:65]([F:68])=[CH:64][CH:63]=1)=[O:60]. The catalyst is C1COCC1.CN(C1C=CN=CC=1)C.C(Cl)Cl.O. The product is [F:68][C:65]1[CH:66]=[CH:67][C:62]([O:61][C:59](=[O:60])[N:20]([C@H:10]2[C@H:11]([C:13]3[CH:14]=[CH:15][C:16]([Cl:19])=[CH:17][CH:18]=3)[CH2:12][N:8]([CH2:1][C:2]3[CH:3]=[CH:4][CH:5]=[CH:6][CH:7]=3)[CH2:9]2)[CH:55]([CH3:56])[CH3:57])=[CH:63][CH:64]=1. The yield is 0.610. (6) The reactants are [F:1][C:2]1[CH:9]=[CH:8][C:5]([CH:6]=O)=[CH:4][CH:3]=1.[C:10]([O-:13])(=[O:12])[CH3:11].[NH4+:14].C(O)(=O)CC(O)=O. The catalyst is C(O)C. The product is [F:1][C:2]1[CH:9]=[CH:8][C:5]([CH:6]([CH2:11][C:10]([OH:13])=[O:12])[NH2:14])=[CH:4][CH:3]=1. The yield is 0.685. (7) The reactants are [CH3:1][C:2]1[CH:3]=[C:4]([CH:7]=[C:8]([CH3:22])[C:9]=1[O:10][C:11]1[CH:16]=[CH:15][C:14]([O:17][CH3:18])=[C:13]([CH:19]([CH3:21])[CH3:20])[CH:12]=1)[CH:5]=[O:6].[BH4-].[Na+]. The catalyst is CO. The product is [CH3:22][C:8]1[CH:7]=[C:4]([CH:3]=[C:2]([CH3:1])[C:9]=1[O:10][C:11]1[CH:16]=[CH:15][C:14]([O:17][CH3:18])=[C:13]([CH:19]([CH3:20])[CH3:21])[CH:12]=1)[CH2:5][OH:6]. The yield is 0.830. (8) The reactants are Br[C:2]1[C:7](=[O:8])[N:6]([CH2:9][C:10]2[CH:15]=[CH:14][C:13]([C:16]3[C:17]([C:22]#[N:23])=[CH:18][CH:19]=[CH:20][CH:21]=3)=[CH:12][CH:11]=2)[C:5]([CH2:24][CH2:25][CH3:26])=[N:4][C:3]=1[CH3:27].[C:28]1([OH:34])[CH:33]=[CH:32][CH:31]=[CH:30][CH:29]=1.[OH-].[K+].CS(C)=O. The catalyst is C(OCC)(=O)C. The product is [CH3:27][C:3]1[N:4]=[C:5]([CH2:24][CH2:25][CH3:26])[N:6]([CH2:9][C:10]2[CH:15]=[CH:14][C:13]([C:16]3[C:17]([C:22]#[N:23])=[CH:18][CH:19]=[CH:20][CH:21]=3)=[CH:12][CH:11]=2)[C:7](=[O:8])[C:2]=1[O:34][C:28]1[CH:33]=[CH:32][CH:31]=[CH:30][CH:29]=1. The yield is 0.130. (9) The reactants are [CH2:1]1[CH2:14][O:13][C:8]23[O:9][CH2:10][CH2:11][O:12][C:3]2([C@:4]2([CH2:27][CH2:26][C@H:25]4[C@@H:15]([C:16](=O)[CH2:17][CH:18]5[C@:23]4([CH3:24])[CH2:22][CH2:21][CH2:20][CH2:19]5)[C@@H:6]2[CH2:7]3)[CH3:5])[O:2]1.C1COC23OCCOC2([C@]2(CC[C@H]4[C@@H](C/C(=[N:56]\[OH:57])/C5[C@]4(C)CCCC5)[C@@H]2C3)C)O1. No catalyst specified. The product is [CH2:1]1[CH2:14][O:13][C:8]23[O:9][CH2:10][CH2:11][O:12][C:3]2([C@:4]2([CH2:27][CH2:26][C@H:25]4[C@@H:15](/[C:16](=[N:56]/[OH:57])/[CH2:17][CH:18]5[C@:23]4([CH3:24])[CH2:22][CH2:21][CH2:20][CH2:19]5)[C@@H:6]2[CH2:7]3)[CH3:5])[O:2]1. The yield is 1.00.